Dataset: Reaction yield outcomes from USPTO patents with 853,638 reactions. Task: Predict the reaction yield, written as a fraction of the theoretical maximum amount of product (1.0 means a 100% yield; for example, 0.34 means a 34% yield). The reactants are FC(F)(F)S(O[C:7]1[CH2:14][CH:13]2[CH2:15][CH:9]([CH2:10][N:11]([C:16]([O:18][CH2:19][CH3:20])=[O:17])[CH2:12]2)[CH:8]=1)(=O)=O.C(=O)([O-])[O-].[Na+].[Na+].[Cl-].[Li+].[C:31]1([C:37]2[CH:38]=[C:39](B(O)O)[CH:40]=[N:41][CH:42]=2)[CH:36]=[CH:35][CH:34]=[CH:33][CH:32]=1. The catalyst is C(COC)OC.O.C1C=CC([P]([Pd]([P](C2C=CC=CC=2)(C2C=CC=CC=2)C2C=CC=CC=2)([P](C2C=CC=CC=2)(C2C=CC=CC=2)C2C=CC=CC=2)[P](C2C=CC=CC=2)(C2C=CC=CC=2)C2C=CC=CC=2)(C2C=CC=CC=2)C2C=CC=CC=2)=CC=1. The product is [C:31]1([C:37]2[CH:38]=[C:39]([C:7]3[CH2:14][CH:13]4[CH2:15][CH:9]([CH2:10][N:11]([C:16]([O:18][CH2:19][CH3:20])=[O:17])[CH2:12]4)[CH:8]=3)[CH:40]=[N:41][CH:42]=2)[CH:32]=[CH:33][CH:34]=[CH:35][CH:36]=1. The yield is 0.900.